Dataset: Forward reaction prediction with 1.9M reactions from USPTO patents (1976-2016). Task: Predict the product of the given reaction. (1) Given the reactants [CH2:1]([OH:12])[CH2:2][C:3]1[CH:11]=[CH:10][C:8]([OH:9])=[C:5]([O:6][CH3:7])[CH:4]=1.[CH3:13][CH:14]([CH3:24])[CH2:15][CH2:16][CH2:17][CH2:18][CH2:19][CH2:20][C:21](O)=[O:22].O, predict the reaction product. The product is: [CH3:13][CH:14]([CH3:24])[CH2:15][CH2:16][CH2:17][CH2:18][CH2:19][CH2:20][C:21]([O:12][CH2:1][CH2:2][C:3]1[CH:11]=[CH:10][C:8]([OH:9])=[C:5]([O:6][CH3:7])[CH:4]=1)=[O:22]. (2) The product is: [Cl:1][C:2]1[CH:19]=[CH:18][C:5]2[S:6][C:7]([C:15](=[O:17])/[CH:16]=[CH:20]/[N:21]([CH3:23])[CH3:22])=[C:8]([C:9]3[CH:14]=[CH:13][CH:12]=[CH:11][CH:10]=3)[C:4]=2[CH:3]=1. Given the reactants [Cl:1][C:2]1[CH:19]=[CH:18][C:5]2[S:6][C:7]([C:15](=[O:17])[CH3:16])=[C:8]([C:9]3[CH:14]=[CH:13][CH:12]=[CH:11][CH:10]=3)[C:4]=2[CH:3]=1.[CH3:20][N:21]([CH:23](OC)OC)[CH3:22], predict the reaction product. (3) The product is: [Br:24][C:25]1[N:26]=[C:27]([CH:31]([N:13]2[C:14]3[C:19](=[CH:18][CH:17]=[CH:16][CH:15]=3)[C:20](=[O:21])[C:11]([C:9]([C:4]3[CH:5]=[N:6][C:7]([CH3:8])=[C:2]([CH3:1])[CH:3]=3)=[O:10])=[CH:12]2)[CH3:32])[CH:28]=[CH:29][CH:30]=1. Given the reactants [CH3:1][C:2]1[CH:3]=[C:4]([C:9]([C:11]2[C:20](=[O:21])[C:19]3[C:14](=[CH:15][CH:16]=[CH:17][CH:18]=3)[NH:13][CH:12]=2)=[O:10])[CH:5]=[N:6][C:7]=1[CH3:8].[H-].[Na+].[Br:24][C:25]1[CH:30]=[CH:29][CH:28]=[C:27]([CH:31](Br)[CH3:32])[N:26]=1, predict the reaction product. (4) The product is: [CH3:15][S:16]([CH2:19][CH2:20][N:12]1[CH:13]=[C:9]([B:4]2[O:5][C:6]([CH3:7])([CH3:8])[C:2]([CH3:14])([CH3:1])[O:3]2)[CH:10]=[N:11]1)(=[O:18])=[O:17]. Given the reactants [CH3:1][C:2]1([CH3:14])[C:6]([CH3:8])([CH3:7])[O:5][B:4]([C:9]2[CH:10]=[N:11][NH:12][CH:13]=2)[O:3]1.[CH3:15][S:16]([CH:19]=[CH2:20])(=[O:18])=[O:17].C1CCN2C(=NCCC2)CC1, predict the reaction product. (5) Given the reactants [CH3:1][N:2]([CH3:32])[C:3]1([C:26]2[CH:31]=[CH:30][CH:29]=[CH:28][CH:27]=2)[CH2:8][CH2:7][C:6](=[CH:9][C:10]([NH:12][CH2:13][CH2:14][CH2:15][CH2:16][C:17]2[C:25]3[C:20](=[CH:21][CH:22]=[CH:23][CH:24]=3)[NH:19][CH:18]=2)=[O:11])[CH2:5][CH2:4]1.[Cl:33][Si](C)(C)C, predict the reaction product. The product is: [ClH:33].[CH3:32][N:2]([CH3:1])[C:3]1([C:26]2[CH:27]=[CH:28][CH:29]=[CH:30][CH:31]=2)[CH2:4][CH2:5][C:6](=[CH:9][C:10]([NH:12][CH2:13][CH2:14][CH2:15][CH2:16][C:17]2[C:25]3[C:20](=[CH:21][CH:22]=[CH:23][CH:24]=3)[NH:19][CH:18]=2)=[O:11])[CH2:7][CH2:8]1. (6) Given the reactants C(OC(=O)[NH:10][C@H:11]([CH2:23][C:24]([NH:26][CH2:27][C@@H:28]([NH:40][C:41]([O:43][C:44]([CH3:47])([CH3:46])[CH3:45])=[O:42])[CH2:29][CH2:30][CH2:31][NH:32][C:33]([O:35][C:36]([CH3:39])([CH3:38])[CH3:37])=[O:34])=[O:25])[CH2:12][CH2:13][CH2:14][NH:15][C:16]([O:18][C:19]([CH3:22])([CH3:21])[CH3:20])=[O:17])C1C=CC=CC=1, predict the reaction product. The product is: [C:19]([O:18][C:16](=[O:17])[NH:15][CH2:14][CH2:13][CH2:12][C@H:11]([NH2:10])[CH2:23][C:24]([NH:26][CH2:27][C@@H:28]([NH:40][C:41]([O:43][C:44]([CH3:47])([CH3:46])[CH3:45])=[O:42])[CH2:29][CH2:30][CH2:31][NH:32][C:33]([O:35][C:36]([CH3:37])([CH3:38])[CH3:39])=[O:34])=[O:25])([CH3:20])([CH3:21])[CH3:22].